From a dataset of Reaction yield outcomes from USPTO patents with 853,638 reactions. Predict the reaction yield, written as a fraction of the theoretical maximum amount of product (1.0 means a 100% yield; for example, 0.34 means a 34% yield). (1) The reactants are [CH3:1][CH:2]([CH3:45])[C@@H:3]([NH:12][C:13]1[CH:14]=[N:15][CH:16]=[C:17]([C:19]2[C:27]3[C:22](=[N:23][CH:24]=[C:25]([CH2:28][O:29][CH2:30][CH2:31][N:32]4[CH2:36][CH2:35][CH2:34][CH2:33]4)[CH:26]=3)[N:21](COCC[Si](C)(C)C)[CH:20]=2)[CH:18]=1)[C:4]([NH:6][CH2:7][C:8]([F:11])([F:10])[F:9])=[O:5].[F-].[Cs+]. The catalyst is CS(C)=O. The product is [CH3:1][CH:2]([CH3:45])[C@@H:3]([NH:12][C:13]1[CH:14]=[N:15][CH:16]=[C:17]([C:19]2[C:27]3[C:22](=[N:23][CH:24]=[C:25]([CH2:28][O:29][CH2:30][CH2:31][N:32]4[CH2:36][CH2:35][CH2:34][CH2:33]4)[CH:26]=3)[NH:21][CH:20]=2)[CH:18]=1)[C:4]([NH:6][CH2:7][C:8]([F:11])([F:10])[F:9])=[O:5]. The yield is 0.0561. (2) The yield is 0.260. The reactants are P(Cl)(Cl)([Cl:3])=O.[C:6]([CH2:9][O:10][C:11]1[CH:19]=[CH:18][CH:17]=[CH:16][C:12]=1[C:13](O)=O)(O)=[O:7]. The product is [Cl:3][C:13]1[C:12]2[CH:16]=[CH:17][CH:18]=[CH:19][C:11]=2[O:10][C:9]=1[CH:6]=[O:7]. The catalyst is CN(C=O)C. (3) The reactants are [Cl-].O[NH3+:3].[C:4](=[O:7])([O-])[OH:5].[Na+].CS(C)=O.[CH2:13]([C:17]1[N:18]=[C:19]([CH3:45])[N:20]([CH2:39][C:40]2[S:41][CH:42]=[CH:43][N:44]=2)[C:21](=[O:38])[C:22]=1[CH2:23][C:24]1[CH:29]=[CH:28][C:27]([C:30]2[C:31]([C:36]#[N:37])=[CH:32][CH:33]=[CH:34][CH:35]=2)=[CH:26][CH:25]=1)[CH2:14][CH2:15][CH3:16]. The catalyst is C(OCC)(=O)C. The product is [CH2:13]([C:17]1[N:18]=[C:19]([CH3:45])[N:20]([CH2:39][C:40]2[S:41][CH:42]=[CH:43][N:44]=2)[C:21](=[O:38])[C:22]=1[CH2:23][C:24]1[CH:25]=[CH:26][C:27]([C:30]2[CH:35]=[CH:34][CH:33]=[CH:32][C:31]=2[C:36]2[NH:3][C:4](=[O:7])[O:5][N:37]=2)=[CH:28][CH:29]=1)[CH2:14][CH2:15][CH3:16]. The yield is 0.440. (4) The reactants are Br[CH2:2][C:3]([C:5]1[C:10]([CH3:11])=[CH:9][C:8]([S:12][C:13]2[CH:18]=[N:17][CH:16]=[CH:15][N:14]=2)=[CH:7][C:6]=1[CH3:19])=O.[NH2:20][C:21]([NH2:23])=[S:22]. The catalyst is CCO. The product is [CH3:19][C:6]1[CH:7]=[C:8]([S:12][C:13]2[CH:18]=[N:17][CH:16]=[CH:15][N:14]=2)[CH:9]=[C:10]([CH3:11])[C:5]=1[C:3]1[N:20]=[C:21]([NH2:23])[S:22][CH:2]=1. The yield is 0.420. (5) The reactants are [F:1][C:2]1[CH:14]=[CH:13][C:5]2[S:6][C:7]([CH2:10][NH:11][CH3:12])=[C:8]([CH3:9])[C:4]=2[CH:3]=1.[O:15]=[C:16]1[CH2:21][O:20][C:19]2[CH:22]=[C:23](/[CH:26]=[CH:27]/[C:28]([OH:30])=O)[CH:24]=[N:25][C:18]=2[NH:17]1.ON1C2C=CC=CC=2N=N1.C(N(C(C)C)CC)(C)C.CN(C)CCCN=C=NCC. The catalyst is CN(C=O)C.O. The product is [F:1][C:2]1[CH:14]=[CH:13][C:5]2[S:6][C:7]([CH2:10][N:11]([CH3:12])[C:28](=[O:30])/[CH:27]=[CH:26]/[C:23]3[CH:24]=[N:25][C:18]4[NH:17][C:16](=[O:15])[CH2:21][O:20][C:19]=4[CH:22]=3)=[C:8]([CH3:9])[C:4]=2[CH:3]=1. The yield is 0.130. (6) The reactants are [Cl:1][C:2]1[C:7]([C:8]([NH:10][CH2:11][C:12](=[O:14])[CH3:13])=[O:9])=[C:6](Cl)[N:5]=[CH:4][N:3]=1.[NH3:16]. The catalyst is C1COCC1. The product is [NH2:16][C:6]1[C:7]([C:8]([NH:10][CH2:11][C:12](=[O:14])[CH3:13])=[O:9])=[C:2]([Cl:1])[N:3]=[CH:4][N:5]=1. The yield is 0.720. (7) The product is [C:4]([O:3][C:1]([N:8]1[CH2:13][CH2:12][O:11][C@H:10]([CH2:14][C:15]2[CH:20]=[CH:19][C:18]([O:37][S:34]([C:33]([F:46])([F:45])[F:32])(=[O:35])=[O:36])=[C:17]([Cl:29])[CH:16]=2)[CH2:9]1)=[O:2])([CH3:7])([CH3:6])[CH3:5]. The yield is 0.980. No catalyst specified. The reactants are [C:1]([N:8]1[CH2:13][CH2:12][O:11][C@H:10]([CH2:14][C:15]2[CH:20]=[CH:19][CH:18]=[C:17](C=CC3C=NC=CC=3)[CH:16]=2)[CH2:9]1)([O:3][C:4]([CH3:7])([CH3:6])[CH3:5])=[O:2].[Cl:29]CCl.[F:32][C:33]([F:46])([F:45])[S:34]([O:37]S(C(F)(F)F)(=O)=O)(=[O:36])=[O:35]. (8) The reactants are [CH2:1]([OH:5])[CH2:2][CH2:3][OH:4].[CH3:6][C:7]1[CH:12]=[CH:11][C:10]([S:13](Cl)(=[O:15])=[O:14])=[CH:9][CH:8]=1. The catalyst is N1C=CC=CC=1. The product is [CH3:6][C:7]1[CH:12]=[CH:11][C:10]([S:13]([O:4][CH2:3][CH2:2][CH2:1][O:5][S:13]([C:10]2[CH:11]=[CH:12][C:7]([CH3:6])=[CH:8][CH:9]=2)(=[O:15])=[O:14])(=[O:15])=[O:14])=[CH:9][CH:8]=1. The yield is 0.847.